The task is: Regression. Given two drug SMILES strings and cell line genomic features, predict the synergy score measuring deviation from expected non-interaction effect.. This data is from NCI-60 drug combinations with 297,098 pairs across 59 cell lines. (1) Drug 1: CC=C1C(=O)NC(C(=O)OC2CC(=O)NC(C(=O)NC(CSSCCC=C2)C(=O)N1)C(C)C)C(C)C. Drug 2: C1C(C(OC1N2C=NC3=C2NC=NCC3O)CO)O. Cell line: NCI-H322M. Synergy scores: CSS=27.2, Synergy_ZIP=-3.13, Synergy_Bliss=-2.79, Synergy_Loewe=-40.3, Synergy_HSA=-3.70. (2) Drug 1: C1=CC=C(C=C1)NC(=O)CCCCCCC(=O)NO. Drug 2: CCN(CC)CCCC(C)NC1=C2C=C(C=CC2=NC3=C1C=CC(=C3)Cl)OC. Cell line: M14. Synergy scores: CSS=3.24, Synergy_ZIP=-1.81, Synergy_Bliss=-1.83, Synergy_Loewe=-8.63, Synergy_HSA=-5.56. (3) Drug 1: C1CC(=O)NC(=O)C1N2C(=O)C3=CC=CC=C3C2=O. Drug 2: COCCOC1=C(C=C2C(=C1)C(=NC=N2)NC3=CC=CC(=C3)C#C)OCCOC.Cl. Cell line: HCT-15. Synergy scores: CSS=-8.91, Synergy_ZIP=5.18, Synergy_Bliss=8.12, Synergy_Loewe=-8.36, Synergy_HSA=-5.08.